From a dataset of NCI-60 drug combinations with 297,098 pairs across 59 cell lines. Regression. Given two drug SMILES strings and cell line genomic features, predict the synergy score measuring deviation from expected non-interaction effect. Drug 1: C1=CC(=CC=C1CC(C(=O)O)N)N(CCCl)CCCl.Cl. Drug 2: CCC(=C(C1=CC=CC=C1)C2=CC=C(C=C2)OCCN(C)C)C3=CC=CC=C3.C(C(=O)O)C(CC(=O)O)(C(=O)O)O. Cell line: MOLT-4. Synergy scores: CSS=50.8, Synergy_ZIP=3.07, Synergy_Bliss=0.514, Synergy_Loewe=-23.3, Synergy_HSA=-1.03.